This data is from Reaction yield outcomes from USPTO patents with 853,638 reactions. The task is: Predict the reaction yield, written as a fraction of the theoretical maximum amount of product (1.0 means a 100% yield; for example, 0.34 means a 34% yield). (1) The reactants are CO[C:3](=[O:13])[C:4]1[CH:9]=[CH:8][CH:7]=[C:6]([Cl:10])[C:5]=1[CH2:11]Br.[CH2:14]([NH2:21])[C:15]1[CH:20]=[CH:19][CH:18]=[CH:17][CH:16]=1.C([O-])([O-])=O.[K+].[K+].C(OCC)(=O)C. The catalyst is C1(C)C=CC=CC=1.CCCCCC. The product is [CH2:14]([N:21]1[CH2:11][C:5]2[C:4](=[CH:9][CH:8]=[CH:7][C:6]=2[Cl:10])[C:3]1=[O:13])[C:15]1[CH:20]=[CH:19][CH:18]=[CH:17][CH:16]=1. The yield is 1.00. (2) The reactants are [Cl:1][C:2]1[N:7]=[C:6]([C:8]([O:10][CH2:11][CH3:12])=C)[C:5]([F:13])=[CH:4][N:3]=1.[Mn]([O-])(=O)(=O)=[O:15].[K+]. No catalyst specified. The product is [Cl:1][C:2]1[N:7]=[C:6]([C:8]([O:10][CH2:11][CH3:12])=[O:15])[C:5]([F:13])=[CH:4][N:3]=1. The yield is 0.660. (3) The reactants are [NH:1]1[CH:5]=[C:4]([C:6]2[C:7]3[CH:14]=[CH:13][N:12]([CH2:15][O:16][CH2:17][CH2:18][Si:19]([CH3:22])([CH3:21])[CH3:20])[C:8]=3[N:9]=[CH:10][N:11]=2)[CH:3]=[N:2]1.[CH:23]1([C:28]#[C:29][C:30]#[N:31])[CH2:27][CH2:26][CH2:25][CH2:24]1.C(=O)([O-])[O-].[K+].[K+]. The catalyst is CN(C=O)C.C(OCC)(=O)C.[Cl-].[Na+].O. The product is [CH:23]1(/[C:28](/[N:1]2[CH:5]=[C:4]([C:6]3[C:7]4[CH:14]=[CH:13][N:12]([CH2:15][O:16][CH2:17][CH2:18][Si:19]([CH3:22])([CH3:21])[CH3:20])[C:8]=4[N:9]=[CH:10][N:11]=3)[CH:3]=[N:2]2)=[CH:29]/[C:30]#[N:31])[CH2:27][CH2:26][CH2:25][CH2:24]1. The yield is 0.530. (4) The reactants are [Cl:1][C:2]1[CH:7]=[CH:6][CH:5]=[CH:4][C:3]=1[CH:8]([C:10]1[C:15]([Cl:16])=[N:14][C:13]([Cl:17])=[CH:12][N:11]=1)[OH:9]. The catalyst is [O-2].[Mn+4].[O-2].ClCCl. The product is [Cl:1][C:2]1[CH:7]=[CH:6][CH:5]=[CH:4][C:3]=1[C:8]([C:10]1[C:15]([Cl:16])=[N:14][C:13]([Cl:17])=[CH:12][N:11]=1)=[O:9]. The yield is 0.850. (5) The reactants are [N+:1]([C:4]1[CH:12]=[C:11]([S:13]([F:18])([F:17])([F:16])([F:15])[F:14])[CH:10]=[C:9]([N+:19]([O-:21])=[O:20])[C:5]=1C(O)=O)([O-:3])=[O:2]. The catalyst is O. The product is [N+:19]([C:9]1[CH:10]=[C:11]([S:13]([F:18])([F:14])([F:15])([F:16])[F:17])[CH:12]=[C:4]([N+:1]([O-:3])=[O:2])[CH:5]=1)([O-:21])=[O:20]. The yield is 0.950. (6) The yield is 0.920. The product is [O:31]1[C:35]2([CH2:40][CH2:39][C:38](=[CH:20][C:21]([O:23][CH2:24][C:25]3[CH:26]=[CH:27][CH:28]=[CH:29][CH:30]=3)=[O:22])[CH2:37][CH2:36]2)[O:34][CH2:33][CH2:32]1. The catalyst is C1(C)C=CC=CC=1. The reactants are C1(P(=[CH:20][C:21]([O:23][CH2:24][C:25]2[CH:30]=[CH:29][CH:28]=[CH:27][CH:26]=2)=[O:22])(C2C=CC=CC=2)C2C=CC=CC=2)C=CC=CC=1.[O:31]1[C:35]2([CH2:40][CH2:39][C:38](=O)[CH2:37][CH2:36]2)[O:34][CH2:33][CH2:32]1. (7) The reactants are [CH3:13][C:12]([O:11][C:9](O[C:9]([O:11][C:12]([CH3:15])([CH3:14])[CH3:13])=[O:10])=[O:10])([CH3:15])[CH3:14].[CH2:16]([O:18][C:19]([CH:21]1[CH2:26][NH:25][C:24]2[CH:27]=[C:28]([Cl:32])[CH:29]=[C:30]([Br:31])[C:23]=2[O:22]1)=[O:20])[CH3:17]. The catalyst is CN(C1C=CN=CC=1)C.C1COCC1. The product is [CH3:17][CH2:16][O:18][C:19]([CH:21]1[CH2:26][N:25]([C:9]([O:11][C:12]([CH3:13])([CH3:14])[CH3:15])=[O:10])[C:24]2[CH:27]=[C:28]([Cl:32])[CH:29]=[C:30]([Br:31])[C:23]=2[O:22]1)=[O:20]. The yield is 0.631. (8) The reactants are C([O:8][C@@H:9]1[C@@H:18]([O:19][C:20]2[CH:25]=[CH:24][C:23]([C:26]3[CH:31]=[CH:30][CH:29]=[C:28]([C:32]([NH:34][CH3:35])=[O:33])[CH:27]=3)=[CH:22][CH:21]=2)[O:17][C@H:16]2[C@@H:11]([O:12]C(C3C=CC=CC=3)[O:14][CH2:15]2)[C@@H:10]1[F:42])C1C=CC=CC=1. The catalyst is CO.[OH-].[OH-].[Pd+2]. The product is [F:42][C@H:10]1[C@H:11]([OH:12])[C@@H:16]([CH2:15][OH:14])[O:17][C@H:18]([O:19][C:20]2[CH:21]=[CH:22][C:23]([C:26]3[CH:31]=[CH:30][CH:29]=[C:28]([C:32]([NH:34][CH3:35])=[O:33])[CH:27]=3)=[CH:24][CH:25]=2)[C@H:9]1[OH:8]. The yield is 0.270. (9) The reactants are [Cl-].O[NH3+:3].[C:4](=[O:7])([O-])[OH:5].[Na+].CS(C)=O.[CH:13]1([C:16]2[C:21](=[O:22])[N:20]([CH2:23][C:24]3[CH:29]=[CH:28][C:27]([C:30]4[C:31]([C:36]#[N:37])=[CH:32][CH:33]=[CH:34][CH:35]=4)=[CH:26][CH:25]=3)[C:19]([CH2:38][CH2:39][CH3:40])=[N:18][C:17]=2[CH2:41][CH3:42])[CH2:15][CH2:14]1. The catalyst is O. The product is [CH:13]1([C:16]2[C:21](=[O:22])[N:20]([CH2:23][C:24]3[CH:29]=[CH:28][C:27]([C:30]4[CH:35]=[CH:34][CH:33]=[CH:32][C:31]=4[C:36]4[NH:3][C:4](=[O:7])[O:5][N:37]=4)=[CH:26][CH:25]=3)[C:19]([CH2:38][CH2:39][CH3:40])=[N:18][C:17]=2[CH2:41][CH3:42])[CH2:14][CH2:15]1. The yield is 0.420. (10) The reactants are [C:1]([BH3-])#[N:2].[Na+].[OH:5][CH2:6][CH2:7][O:8][CH2:9][CH2:10][O:11][CH2:12][CH2:13][O:14][C:15]1[CH:20]=[CH:19][C:18](/[CH:21]=[CH:22]/[C:23]2[CH:28]=[CH:27][C:26](N)=[CH:25][CH:24]=2)=[CH:17][N:16]=1.C=O.[C:32](=O)(O)[O-].[Na+]. The catalyst is C(O)(=O)C. The product is [OH:5][CH2:6][CH2:7][O:8][CH2:9][CH2:10][O:11][CH2:12][CH2:13][O:14][C:15]1[CH:20]=[CH:19][C:18](/[CH:21]=[CH:22]/[C:23]2[CH:28]=[CH:27][C:26]([N:2]([CH3:1])[CH3:32])=[CH:25][CH:24]=2)=[CH:17][N:16]=1. The yield is 0.950.